Predict the reaction yield, written as a fraction of the theoretical maximum amount of product (1.0 means a 100% yield; for example, 0.34 means a 34% yield). From a dataset of Reaction yield outcomes from USPTO patents with 853,638 reactions. (1) The reactants are C[O:2][C:3](=[O:33])[C@@H:4]([N:12]1[CH2:16][C:15]([O:17][C:18]2[CH:23]=[CH:22][CH:21]=[CH:20][C:19]=2[O:24][CH2:25][C:26]2[CH:31]=[CH:30][CH:29]=[CH:28][CH:27]=2)=[CH:14][C:13]1=[O:32])[CH2:5][CH:6]1[CH2:11][CH2:10][CH2:9][CH2:8][CH2:7]1.[OH-].[Li+]. The catalyst is O1CCCC1.O. The product is [CH2:25]([O:24][C:19]1[CH:20]=[CH:21][CH:22]=[CH:23][C:18]=1[O:17][C:15]1[CH2:16][N:12]([C@@H:4]([CH2:5][CH:6]2[CH2:11][CH2:10][CH2:9][CH2:8][CH2:7]2)[C:3]([OH:33])=[O:2])[C:13](=[O:32])[CH:14]=1)[C:26]1[CH:31]=[CH:30][CH:29]=[CH:28][CH:27]=1. The yield is 0.820. (2) The catalyst is CN(C)C1C=CN=CC=1. The yield is 0.270. The product is [CH3:30][O:31][C:32]1[CH:37]=[CH:36][C:35]([NH:38][C:39]([NH:26][C:25]2[CH:27]=[CH:28][CH:29]=[C:23]([O:22][C:6]3[C:5]4[C:10](=[CH:11][C:12]([O:13][CH2:14][CH2:15][N:16]5[CH2:21][CH2:20][O:19][CH2:18][CH2:17]5)=[C:3]([O:2][CH3:1])[CH:4]=4)[N:9]=[CH:8][N:7]=3)[CH:24]=2)=[O:40])=[CH:34][C:33]=1[C:48]([F:49])([F:50])[F:51]. The reactants are [CH3:1][O:2][C:3]1[CH:4]=[C:5]2[C:10](=[CH:11][C:12]=1[O:13][CH2:14][CH2:15][N:16]1[CH2:21][CH2:20][O:19][CH2:18][CH2:17]1)[N:9]=[CH:8][N:7]=[C:6]2[O:22][C:23]1[CH:24]=[C:25]([CH:27]=[CH:28][CH:29]=1)[NH2:26].[CH3:30][O:31][C:32]1[CH:37]=[CH:36][C:35]([NH:38][C:39](=O)[O:40]C2C=CC=CC=2)=[CH:34][C:33]=1[C:48]([F:51])([F:50])[F:49]. (3) The reactants are [C:1]([O:5][C:6]([N:8]1[CH2:12][CH2:11][C:10]([CH2:16][CH:17]2[CH2:19][CH2:18]2)([C:13]([OH:15])=O)[CH2:9]1)=[O:7])([CH3:4])([CH3:3])[CH3:2].[F:20][C:21]([F:35])([F:34])[C:22]1[CH:23]=[C:24]([CH2:32][NH2:33])[CH:25]=[C:26]([C:28]([F:31])([F:30])[F:29])[CH:27]=1.C1C=C2N=NN(O)C2=CC=1.O.CCN(C(C)C)C(C)C.CCN=C=NCCCN(C)C. The catalyst is C(Cl)Cl. The product is [F:20][C:21]([F:34])([F:35])[C:22]1[CH:23]=[C:24]([CH:25]=[C:26]([C:28]([F:31])([F:29])[F:30])[CH:27]=1)[CH2:32][NH:33][C:13]([C:10]1([CH2:16][CH:17]2[CH2:19][CH2:18]2)[CH2:11][CH2:12][N:8]([C:6]([O:5][C:1]([CH3:2])([CH3:3])[CH3:4])=[O:7])[CH2:9]1)=[O:15]. The yield is 0.850. (4) The reactants are [O:1]1[CH2:6][CH2:5][CH:4]([C:7]([C:9]2[S:13][C:12]([NH2:14])=[N:11][C:10]=2[C:15]2[O:16][CH:17]=[CH:18][CH:19]=2)=[O:8])[CH2:3][CH2:2]1.[F:20][C:21]1[CH:29]=[CH:28][C:24]([C:25](O)=[O:26])=[CH:23][CH:22]=1.CCN=C=NCCCN(C)C.Cl.O.ON1C2C=CC=CC=2N=N1.C(=O)([O-])O.[Na+]. The catalyst is CN(C=O)C.O. The product is [F:20][C:21]1[CH:29]=[CH:28][C:24]([C:25]([NH:14][C:12]2[S:13][C:9]([C:7]([CH:4]3[CH2:5][CH2:6][O:1][CH2:2][CH2:3]3)=[O:8])=[C:10]([C:15]3[O:16][CH:17]=[CH:18][CH:19]=3)[N:11]=2)=[O:26])=[CH:23][CH:22]=1. The yield is 0.230. (5) The yield is 0.320. The reactants are Br[C:2]1[S:6][C:5]([NH:7][C:8]([NH:10][C:11]2[CH:16]=[CH:15][C:14]([CH3:17])=[CH:13][C:12]=2[C:18]([CH:20]2[CH2:24][CH2:23][CH2:22][CH2:21]2)=[O:19])=[O:9])=[N:4][CH:3]=1.[SH:25][C:26]1[N:31]=[CH:30][CH:29]=[CH:28][N:27]=1. The product is [CH:20]1([C:18]([C:12]2[CH:13]=[C:14]([CH3:17])[CH:15]=[CH:16][C:11]=2[NH:10][C:8]([NH:7][C:5]2[S:6][C:2]([S:25][C:26]3[N:31]=[CH:30][CH:29]=[CH:28][N:27]=3)=[CH:3][N:4]=2)=[O:9])=[O:19])[CH2:24][CH2:23][CH2:22][CH2:21]1. No catalyst specified. (6) The reactants are [C:1]([C:5]1[N:9]([CH2:10][CH:11]2[CH2:16][CH2:15][O:14][CH2:13][CH2:12]2)[C:8]2[CH:17]=[CH:18][C:19]([S:21](Cl)(=[O:23])=[O:22])=[CH:20][C:7]=2[N:6]=1)([CH3:4])([CH3:3])[CH3:2].[NH:25]1[CH2:28][CH:27]([NH:29][C:30](=[O:36])[O:31][C:32]([CH3:35])([CH3:34])[CH3:33])[CH2:26]1. The catalyst is CN(C1C=CN=CC=1)C.CC#N. The product is [C:1]([C:5]1[N:9]([CH2:10][CH:11]2[CH2:16][CH2:15][O:14][CH2:13][CH2:12]2)[C:8]2[CH:17]=[CH:18][C:19]([S:21]([N:25]3[CH2:28][CH:27]([NH:29][C:30](=[O:36])[O:31][C:32]([CH3:34])([CH3:33])[CH3:35])[CH2:26]3)(=[O:23])=[O:22])=[CH:20][C:7]=2[N:6]=1)([CH3:4])([CH3:3])[CH3:2]. The yield is 0.830. (7) The reactants are [F:1][C:2]([F:19])([F:18])[C:3]1[CH:4]=[C:5]([NH:9][N:10]=[C:11]([C:15](=[O:17])[CH3:16])[C:12](=[O:14])[CH3:13])[CH:6]=[CH:7][CH:8]=1.[CH3:20]OC(OC)N(C)C. The catalyst is CN(C=O)C.Cl. The product is [C:15]([C:11]1[C:12](=[O:14])[CH:13]=[CH:20][N:9]([C:5]2[CH:6]=[CH:7][CH:8]=[C:3]([C:2]([F:18])([F:19])[F:1])[CH:4]=2)[N:10]=1)(=[O:17])[CH3:16]. The yield is 0.650.